Dataset: Catalyst prediction with 721,799 reactions and 888 catalyst types from USPTO. Task: Predict which catalyst facilitates the given reaction. (1) Reactant: Br[C:2]1[CH:8]=[C:7](Br)[CH:6]=[C:5]([F:10])[C:3]=1[NH2:4].[C:11]1(B(O)O)[CH:16]=[CH:15][CH:14]=[CH:13][CH:12]=1.C(=O)([O-])[O-].[K+].[K+]. Product: [C:11]1([C:2]2[CH:8]=[C:7]([C:2]3[CH:8]=[CH:7][CH:6]=[CH:5][CH:3]=3)[CH:6]=[C:5]([F:10])[C:3]=2[NH2:4])[CH:16]=[CH:15][CH:14]=[CH:13][CH:12]=1. The catalyst class is: 398. (2) The catalyst class is: 195. Product: [CH3:1][O:2][C:3]1[CH:4]=[CH:5][CH:6]=[C:7]2[C:12]=1[CH2:11][C@@H:10]([N:13]([CH2:14][CH2:15][CH3:16])[C:23](=[O:24])[CH2:22][C:18]1[S:17][CH:21]=[CH:20][CH:19]=1)[CH2:9][CH2:8]2. Reactant: [CH3:1][O:2][C:3]1[CH:4]=[CH:5][CH:6]=[C:7]2[C:12]=1[CH2:11][C@@H:10]([NH:13][CH2:14][CH2:15][CH3:16])[CH2:9][CH2:8]2.[S:17]1[CH:21]=[CH:20][CH:19]=[C:18]1[CH2:22][C:23](Cl)=[O:24]. (3) Reactant: [C:1]([CH:3]1[CH2:8][CH2:7][N:6]([C:9]([NH:11][C:12]2[CH:17]=[C:16]([CH3:18])[CH:15]=[CH:14][C:13]=2[CH3:19])=[O:10])[CH2:5][CH2:4]1)#[N:2].O.[SH-:21].[Na+].Cl.C(NCC)C. Product: [NH2:2][C:1](=[S:21])[CH:3]1[CH2:8][CH2:7][N:6]([C:9]([NH:11][C:12]2[CH:17]=[C:16]([CH3:18])[CH:15]=[CH:14][C:13]=2[CH3:19])=[O:10])[CH2:5][CH2:4]1. The catalyst class is: 9. (4) Reactant: Cl[C:2]1[CH:7]=[CH:6][C:5]([CH:8]([CH3:10])[CH3:9])=[CH:4][N:3]=1.[CH2:11]([NH2:18])[C:12]1[CH:17]=[CH:16][CH:15]=[CH:14][CH:13]=1.C1(C2C=CC=CC=2)C=CC=CC=1P(C1CCCCC1)C1CCCCC1.CC(C)([O-])C.[Na+]. Product: [CH2:11]([N:18]1[CH:4]=[C:5]([CH:8]([CH3:10])[CH3:9])[CH:6]=[CH:7][CH:2]1[NH2:3])[C:12]1[CH:17]=[CH:16][CH:15]=[CH:14][CH:13]=1. The catalyst class is: 222.